This data is from Forward reaction prediction with 1.9M reactions from USPTO patents (1976-2016). The task is: Predict the product of the given reaction. (1) Given the reactants [OH:1][C:2]([CH3:18])([CH3:17])[CH2:3][N:4]([CH3:16])[C:5]([C:7]1[C:11]([N+:12]([O-])=O)=[CH:10][N:9]([CH3:15])[N:8]=1)=[O:6], predict the reaction product. The product is: [NH2:12][C:11]1[C:7]([C:5]([N:4]([CH2:3][C:2]([OH:1])([CH3:17])[CH3:18])[CH3:16])=[O:6])=[N:8][N:9]([CH3:15])[CH:10]=1. (2) Given the reactants [C:1]([CH2:4][O:5][NH2:6])([OH:3])=[O:2].C([O-])([O-])=O.[Na+].[Na+].Cl[C:14]([O:16][CH2:17][CH:18]1[C:30]2[CH:29]=[CH:28][CH:27]=[CH:26][C:25]=2[C:24]2[C:19]1=[CH:20][CH:21]=[CH:22][CH:23]=2)=[O:15], predict the reaction product. The product is: [CH:29]1[C:30]2[CH:18]([CH2:17][O:16][C:14]([NH:6][O:5][CH2:4][C:1]([OH:3])=[O:2])=[O:15])[C:19]3[C:24](=[CH:23][CH:22]=[CH:21][CH:20]=3)[C:25]=2[CH:26]=[CH:27][CH:28]=1. (3) The product is: [CH3:1][O:2][C:3]1[CH:4]=[C:5]([CH:11]=[CH:12][C:13]=1[O:14][CH2:15][CH:16]([NH:17][CH3:18])[C:39](=[O:40])[CH2:38][C:23]1[CH:24]=[CH:25][C:26]([NH:27][C:28]([NH:30][C:31]2[CH:36]=[CH:35][CH:34]=[CH:33][C:32]=2[CH3:37])=[O:29])=[C:21]([O:20][CH3:19])[CH:22]=1)[C:6]([O:8][CH2:9][CH3:10])=[O:7]. Given the reactants [CH3:1][O:2][C:3]1[CH:4]=[C:5]([CH:11]=[CH:12][C:13]=1[O:14][CH2:15][CH2:16][NH:17][CH3:18])[C:6]([O:8][CH2:9][CH3:10])=[O:7].[CH3:19][O:20][C:21]1[CH:22]=[C:23]([CH2:38][C:39](O)=[O:40])[CH:24]=[CH:25][C:26]=1[NH:27][C:28]([NH:30][C:31]1[CH:36]=[CH:35][CH:34]=[CH:33][C:32]=1[CH3:37])=[O:29].CCN(CC)CC, predict the reaction product.